This data is from Forward reaction prediction with 1.9M reactions from USPTO patents (1976-2016). The task is: Predict the product of the given reaction. (1) Given the reactants [N:1]1([CH2:7][C:8]2[CH:13]=[CH:12][C:11]([NH:14][C:15]([C:17]3[C:21]([NH2:22])=[CH:20][NH:19][N:18]=3)=[O:16])=[CH:10][CH:9]=2)[CH2:6][CH2:5][O:4][CH2:3][CH2:2]1.Cl[C:24]1[N:25]=[CH:26][CH:27]=[C:28]2[CH:32]=[CH:31][S:30][C:29]=12, predict the reaction product. The product is: [S:30]1[C:29]2=[C:24]([NH:22][C:21]3[C:17]([C:15]([NH:14][C:11]4[CH:12]=[CH:13][C:8]([CH2:7][N:1]5[CH2:6][CH2:5][O:4][CH2:3][CH2:2]5)=[CH:9][CH:10]=4)=[O:16])=[N:18][NH:19][CH:20]=3)[N:25]=[CH:26][CH:27]=[C:28]2[CH:32]=[CH:31]1. (2) Given the reactants [CH:1]1([CH2:7][CH2:8][NH:9][C:10]2[CH:15]=[CH:14][C:13]([N:16]([CH3:26])[S:17]([C:20]3[CH:25]=[CH:24][CH:23]=[CH:22][CH:21]=3)(=[O:19])=[O:18])=[CH:12][C:11]=2[N+:27]([O-])=O)[CH2:6][CH2:5][CH2:4][CH2:3][CH2:2]1, predict the reaction product. The product is: [NH2:27][C:11]1[CH:12]=[C:13]([N:16]([CH3:26])[S:17]([C:20]2[CH:21]=[CH:22][CH:23]=[CH:24][CH:25]=2)(=[O:19])=[O:18])[CH:14]=[CH:15][C:10]=1[NH:9][CH2:8][CH2:7][CH:1]1[CH2:6][CH2:5][CH2:4][CH2:3][CH2:2]1. (3) Given the reactants [Cl:1][C:2]1[CH:7]=[CH:6][C:5]([CH:8]2[CH2:13][CH2:12][CH2:11][NH:10][CH2:9]2)=[CH:4][CH:3]=1.C(Cl)CCl.C1C=CC2N(O)N=NC=2C=1.[F:28][C:29]1[CH:30]=[C:31]([CH:35]=[CH:36][N:37]=1)[C:32](O)=[O:33], predict the reaction product. The product is: [Cl:1][C:2]1[CH:3]=[CH:4][C:5]([CH:8]2[CH2:13][CH2:12][CH2:11][N:10]([C:32]([C:31]3[CH:35]=[CH:36][N:37]=[C:29]([F:28])[CH:30]=3)=[O:33])[CH2:9]2)=[CH:6][CH:7]=1. (4) Given the reactants C(N(CC)CC)C.O[CH2:9][C@H:10]([CH3:23])[CH2:11][C@H:12]([NH:15][C:16](=[O:22])[O:17][C:18]([CH3:21])([CH3:20])[CH3:19])[CH2:13]O.CS(Cl)(=O)=O.[CH2:29]([NH2:36])[C:30]1[CH:35]=[CH:34][CH:33]=[CH:32][CH:31]=1, predict the reaction product. The product is: [CH2:29]([N:36]1[CH2:9][C@H:10]([CH3:23])[CH2:11][C@H:12]([NH:15][C:16](=[O:22])[O:17][C:18]([CH3:21])([CH3:20])[CH3:19])[CH2:13]1)[C:30]1[CH:35]=[CH:34][CH:33]=[CH:32][CH:31]=1. (5) Given the reactants [CH3:1][N:2]1[CH2:7][CH2:6][N:5]([C:8]2[CH:9]=[C:10]([CH:14]=[C:15]([C:17]([F:20])([F:19])[F:18])[CH:16]=2)[C:11]([OH:13])=O)[CH2:4][CH2:3]1.CCN(C(C)C)C(C)C.CN(C(ON1N=NC2C=CC=NC1=2)=[N+](C)C)C.F[P-](F)(F)(F)(F)F.[CH:54]1([NH:57][C:58]2[N:63]=[CH:62][N:61]=[C:60]([C:64]3[C:65]([NH:70][C:71]4[CH:72]=[C:73]([NH2:78])[CH:74]=[CH:75][C:76]=4[CH3:77])=[N:66][CH:67]=[CH:68][CH:69]=3)[CH:59]=2)[CH2:56][CH2:55]1, predict the reaction product. The product is: [CH:54]1([NH:57][C:58]2[N:63]=[CH:62][N:61]=[C:60]([C:64]3[C:65]([NH:70][C:71]4[CH:72]=[C:73]([NH:78][C:11](=[O:13])[C:10]5[CH:14]=[C:15]([C:17]([F:18])([F:19])[F:20])[CH:16]=[C:8]([N:5]6[CH2:6][CH2:7][N:2]([CH3:1])[CH2:3][CH2:4]6)[CH:9]=5)[CH:74]=[CH:75][C:76]=4[CH3:77])=[N:66][CH:67]=[CH:68][CH:69]=3)[CH:59]=2)[CH2:55][CH2:56]1. (6) Given the reactants [O:1]=[C:2]1[CH:7]=[CH:6][C:5]([C:8]2[C:9]([C:22]3[CH:27]=[CH:26][CH:25]=[CH:24][CH:23]=3)=[N:10][N:11]3[CH:16]=[CH:15][C:14]([O:17][CH2:18][C:19](O)=[O:20])=[CH:13][C:12]=23)=[N:4][N:3]1[CH:28]([CH3:30])[CH3:29].F[B-](F)(F)F.N1(O[C:46](N(C)C)=[N+:47](C)[CH3:48])C2C=CC=CC=2N=N1.C(N(C(C)C)C(C)C)C.Cl.CNC.C(=O)([O-])O.[Na+].Cl, predict the reaction product. The product is: [O:1]=[C:2]1[CH:7]=[CH:6][C:5]([C:8]2[C:9]([C:22]3[CH:27]=[CH:26][CH:25]=[CH:24][CH:23]=3)=[N:10][N:11]3[CH:16]=[CH:15][C:14]([O:17][CH2:18][C:19]([N:47]([CH3:48])[CH3:46])=[O:20])=[CH:13][C:12]=23)=[N:4][N:3]1[CH:28]([CH3:29])[CH3:30]. (7) Given the reactants Br[CH:2]([O:8][C:9]1[CH:14]=[CH:13][CH:12]=[CH:11][C:10]=1[O:15][CH3:16])[C:3]([O:5][CH2:6][CH3:7])=[O:4].[C-:17]#[N:18], predict the reaction product. The product is: [C:17]([CH:2]([O:8][C:9]1[CH:14]=[CH:13][CH:12]=[CH:11][C:10]=1[O:15][CH3:16])[C:3]([O:5][CH2:6][CH3:7])=[O:4])#[N:18].